This data is from Full USPTO retrosynthesis dataset with 1.9M reactions from patents (1976-2016). The task is: Predict the reactants needed to synthesize the given product. (1) The reactants are: [CH3:1][C:2]1[CH:10]=[CH:9][CH:8]=[C:4]([C:5]([OH:7])=[O:6])[C:3]=1[OH:11].S(=O)(=O)(O)O.[CH3:17]O. Given the product [CH3:1][C:2]1[CH:10]=[CH:9][CH:8]=[C:4]([C:5]([O:7][CH3:17])=[O:6])[C:3]=1[OH:11], predict the reactants needed to synthesize it. (2) Given the product [N:28]1[C:29]2[C:24](=[CH:23][CH:22]=[CH:21][C:20]=2[N:4]2[CH2:5][CH2:6][N:1]([C:7]([O:9][C:10]([CH3:13])([CH3:12])[CH3:11])=[O:8])[CH2:2][CH2:3]2)[CH:25]=[CH:26][CH:27]=1, predict the reactants needed to synthesize it. The reactants are: [N:1]1([C:7]([O:9][C:10]([CH3:13])([CH3:12])[CH3:11])=[O:8])[CH2:6][CH2:5][NH:4][CH2:3][CH2:2]1.FC(F)(F)S(O[C:20]1[CH:21]=[CH:22][CH:23]=[C:24]2[C:29]=1[N:28]=[CH:27][CH:26]=[CH:25]2)(=O)=O.C([O-])([O-])=O.[Cs+].[Cs+]. (3) Given the product [CH3:10][N:6]1[C:5]2[CH:11]=[CH:12][C:2]([N:1]3[CH:16]=[C:17]([C:18]([O:20][CH2:21][CH3:22])=[O:19])[C:23](=[O:30])[NH:24][C:25]3=[O:26])=[CH:3][C:4]=2[NH:8][C:7]1=[O:9], predict the reactants needed to synthesize it. The reactants are: [NH2:1][C:2]1[CH:12]=[CH:11][C:5]2[N:6]([CH3:10])[C:7](=[O:9])[NH:8][C:4]=2[CH:3]=1.C(O[CH:16]=[C:17]([C:23](=[O:30])[NH:24][C:25](OCC)=[O:26])[C:18]([O:20][CH2:21][CH3:22])=[O:19])C.CC(C)([O-])C.[K+].Cl. (4) Given the product [CH2:1]([O:3][C:4]1[CH:5]=[C:6]([N:13]2[CH2:14][CH2:15][N:16]([CH:19]([CH3:21])[CH3:20])[CH2:17][CH2:18]2)[CH:7]=[CH:8][C:9]=1[NH2:10])[CH3:2], predict the reactants needed to synthesize it. The reactants are: [CH2:1]([O:3][C:4]1[CH:5]=[C:6]([N:13]2[CH2:18][CH2:17][N:16]([CH:19]([CH3:21])[CH3:20])[CH2:15][CH2:14]2)[CH:7]=[CH:8][C:9]=1[N+:10]([O-])=O)[CH3:2].[BH4-].[Na+]. (5) Given the product [CH3:67][C:39]1[CH:44]=[CH:43][C:42]([C:20]2[CH:21]=[CH:22][CH:23]=[CH:24][CH:25]=2)=[CH:41][CH:40]=1, predict the reactants needed to synthesize it. The reactants are: [C:20]1([B-]([C:20]2[CH:25]=[CH:24][CH:23]=[CH:22][CH:21]=2)([C:20]2[CH:25]=[CH:24][CH:23]=[CH:22][CH:21]=2)[C:20]2[CH:25]=[CH:24][CH:23]=[CH:22][CH:21]=2)[CH:25]=[CH:24][CH:23]=[CH:22][CH:21]=1.C([PH+](C(C)(C)C)C(C)(C)C)(C)(C)C.[C:39]1([CH3:67])[CH:44]=[CH:43][C:42]([B-]([C:42]2[CH:43]=[CH:44][C:39]([CH3:67])=[CH:40][CH:41]=2)([C:42]2[CH:43]=[CH:44][C:39]([CH3:67])=[CH:40][CH:41]=2)[C:42]2[CH:43]=[CH:44][C:39]([CH3:67])=[CH:40][CH:41]=2)=[CH:41][CH:40]=1.C([PH+](C(C)(C)C)C(C)(C)C)(C)(C)C.C(P(C(C)(C)C)C(C)(C)C)(C)(C)C. (6) Given the product [C:49]1([CH2:48][O:55][C:29](=[O:38])[NH:26][C:4]2[C:3]([CH2:1][CH3:2])=[C:11]3[N:6]([CH:5]=2)[N:7]=[CH:8][N:9]=[C:10]3[NH:12][C:13]2[CH:14]=[N:15][C:16]([O:19][CH3:20])=[CH:17][CH:18]=2)[CH:54]=[CH:53][CH:52]=[CH:51][CH:50]=1, predict the reactants needed to synthesize it. The reactants are: [CH2:1]([C:3]1[C:4](C(O)=O)=[CH:5][N:6]2[C:11]=1[C:10]([NH:12][C:13]1[CH:14]=[N:15][C:16]([O:19][CH3:20])=[CH:17][CH:18]=1)=[N:9][CH:8]=[N:7]2)[CH3:2].C([N:26]([CH2:29]C)CC)C.C1(P(N=[N+]=[N-])(C2C=CC=CC=2)=[O:38])C=CC=CC=1.[CH2:48]([OH:55])[C:49]1[CH:54]=[CH:53][CH:52]=[CH:51][CH:50]=1. (7) Given the product [CH3:9][C:7]([C:10]1[CH:11]=[CH:12][C:13]([C:14](=[O:16])[NH:30][C:28]2[N:29]=[C:24]3[CH:23]=[CH:22][C:21]([CH3:20])=[CH:26][N:25]3[CH:27]=2)=[CH:17][CH:18]=1)([CH3:8])[CH2:6][CH2:5][C:4]([O:3][CH2:1][CH3:2])=[O:19], predict the reactants needed to synthesize it. The reactants are: [CH2:1]([O:3][C:4](=[O:19])[CH2:5][CH2:6][C:7]([C:10]1[CH:18]=[CH:17][C:13]([C:14]([OH:16])=O)=[CH:12][CH:11]=1)([CH3:9])[CH3:8])[CH3:2].[CH3:20][C:21]1[CH:22]=[CH:23][C:24]2[N:25]([CH:27]=[C:28]([NH2:30])[N:29]=2)[CH:26]=1. (8) The reactants are: Br[C:2]1[CH:3]=[C:4]([C:8](=[O:10])[CH3:9])[CH:5]=[CH:6][CH:7]=1.[C:11]1(B(O)O)[CH:16]=[CH:15][CH:14]=[CH:13][CH:12]=1. Given the product [C:2]1([C:11]2[CH:16]=[CH:15][CH:14]=[CH:13][CH:12]=2)[CH:7]=[CH:6][CH:5]=[C:4]([C:8](=[O:10])[CH3:9])[CH:3]=1, predict the reactants needed to synthesize it.